From a dataset of Full USPTO retrosynthesis dataset with 1.9M reactions from patents (1976-2016). Predict the reactants needed to synthesize the given product. (1) Given the product [C:34]([O:37][CH2:38][CH2:39][N:14]1[C:13]([O:32][CH3:33])=[C:12]([C:10]2[CH:9]=[CH:8][C:7]3[O:3][CH2:4][O:5][C:6]=3[CH:11]=2)[C:16]([N:17]([CH2:29][O:30][CH3:31])[S:18]([CH2:21][CH2:22][C:23]2[CH:28]=[CH:27][CH:26]=[CH:25][CH:24]=2)(=[O:20])=[O:19])=[N:15]1)(=[O:36])[CH3:35], predict the reactants needed to synthesize it. The reactants are: [H-].[Na+].[O:3]1[C:7]2[CH:8]=[CH:9][C:10]([C:12]3[C:13]([O:32][CH3:33])=[N:14][NH:15][C:16]=3[N:17]([CH2:29][O:30][CH3:31])[S:18]([CH2:21][CH2:22][C:23]3[CH:28]=[CH:27][CH:26]=[CH:25][CH:24]=3)(=[O:20])=[O:19])=[CH:11][C:6]=2[O:5][CH2:4]1.[C:34]([O:37][CH2:38][CH2:39]Br)(=[O:36])[CH3:35]. (2) Given the product [F:1][CH:2]([F:15])[CH2:3][CH2:4][O:5][C:6]1[CH:7]=[C:8]([CH:12]=[CH:13][CH:14]=1)[C:9]([C:24]1[C:19]([C:17]#[N:18])=[N:20][CH:21]=[CH:22][CH:23]=1)=[O:10], predict the reactants needed to synthesize it. The reactants are: [F:1][CH:2]([F:15])[CH2:3][CH2:4][O:5][C:6]1[CH:7]=[C:8]([CH:12]=[CH:13][CH:14]=1)[C:9](Cl)=[O:10].[Br-].[C:17]([C:19]1[C:24]([Zn+])=[CH:23][CH:22]=[CH:21][N:20]=1)#[N:18]. (3) Given the product [Br:1][C:2]1[CH:7]=[CH:6][C:5]([S:8]([C:13]2[CH:18]=[CH:17][CH:16]=[CH:15][CH:14]=2)(=[O:10])=[O:9])=[C:4]([Cl:12])[CH:3]=1, predict the reactants needed to synthesize it. The reactants are: [Br:1][C:2]1[CH:7]=[CH:6][C:5]([S:8](Cl)(=[O:10])=[O:9])=[C:4]([Cl:12])[CH:3]=1.[CH:13]1[CH:18]=[CH:17][CH:16]=[CH:15][CH:14]=1.CCO. (4) Given the product [CH2:1]([O:4][NH:5][C@@H:18]1[C:23]([C:24]([N:26]([CH3:28])[CH3:27])=[O:25])=[CH:22][C@@H:21]([CH2:29][O:30][CH3:31])[NH:20][CH2:19]1)[CH:2]=[CH2:3], predict the reactants needed to synthesize it. The reactants are: [CH2:1]([O:4][N:5]([C@@H:18]1[C:23]([C:24]([N:26]([CH3:28])[CH3:27])=[O:25])=[CH:22][C@@H:21]([CH2:29][O:30][CH3:31])[NH:20][CH2:19]1)S(C1C=CC=CC=1[N+]([O-])=O)(=O)=O)[CH:2]=[CH2:3].C(=O)([O-])[O-].[K+].[K+].C1(S)C=CC=CC=1.